From a dataset of Forward reaction prediction with 1.9M reactions from USPTO patents (1976-2016). Predict the product of the given reaction. (1) Given the reactants Br[CH2:2][CH2:3][NH:4][C:5]1[C:14]2[C:9](=[CH:10][CH:11]=[CH:12][CH:13]=2)[N:8]=[C:7]([CH3:15])[CH:6]=1.[OH:16][C:17]1[CH:24]=[CH:23][C:20]([CH:21]=[O:22])=[CH:19][CH:18]=1.C(=O)([O-])[O-].[K+].[K+], predict the reaction product. The product is: [CH3:15][C:7]1[CH:6]=[C:5]([NH:4][CH2:3][CH2:2][O:16][C:17]2[CH:24]=[CH:23][C:20]([CH:21]=[O:22])=[CH:19][CH:18]=2)[C:14]2[C:9](=[CH:10][CH:11]=[CH:12][CH:13]=2)[N:8]=1. (2) The product is: [Cl:45][C:41]1[S:40][C:39]([S:36](=[O:38])(=[O:37])[NH:35][C:32]([CH3:34])([CH3:33])[CH2:31][OH:30])=[CH:43][C:42]=1[NH:44][C:27]([C:26]1[CH:25]=[N:24][N:17]2[C:18]([C:20]([F:21])([F:22])[F:23])=[CH:19][C:14]([C:6]3[CH:7]=[CH:8][C:9]([C:10]([F:13])([F:12])[F:11])=[C:4]([O:3][CH2:1][CH3:2])[CH:5]=3)=[N:15][C:16]=12)=[O:28]. Given the reactants [CH2:1]([O:3][C:4]1[CH:5]=[C:6]([C:14]2[CH:19]=[C:18]([C:20]([F:23])([F:22])[F:21])[N:17]3[N:24]=[CH:25][C:26]([C:27](O)=[O:28])=[C:16]3[N:15]=2)[CH:7]=[CH:8][C:9]=1[C:10]([F:13])([F:12])[F:11])[CH3:2].[OH:30][CH2:31][C:32]([NH:35][S:36]([C:39]1[S:40][C:41]([Cl:45])=[C:42]([NH2:44])[CH:43]=1)(=[O:38])=[O:37])([CH3:34])[CH3:33], predict the reaction product. (3) Given the reactants [N:1]1([CH2:6][C:7]2[CH:12]=[CH:11][C:10]([CH2:13][CH2:14][NH2:15])=[CH:9][CH:8]=2)[CH2:5][CH2:4][CH2:3][CH2:2]1.[CH2:16]([C:20]1[CH:28]=[CH:27][C:23]([C:24](O)=[O:25])=[CH:22][CH:21]=1)[CH2:17][CH2:18][CH3:19], predict the reaction product. The product is: [CH2:16]([C:20]1[CH:21]=[CH:22][C:23]([C:24]([NH:15][CH2:14][CH2:13][C:10]2[CH:11]=[CH:12][C:7]([CH2:6][N:1]3[CH2:5][CH2:4][CH2:3][CH2:2]3)=[CH:8][CH:9]=2)=[O:25])=[CH:27][CH:28]=1)[CH2:17][CH2:18][CH3:19]. (4) The product is: [S:43]1[C:47]([C:2]2[C:10]3[C:5](=[CH:6][CH:7]=[C:8]([C:11]#[N:12])[CH:9]=3)[NH:4][N:3]=2)=[CH:46][C:45]2[CH:51]=[CH:52][CH:53]=[CH:54][C:44]1=2. Given the reactants Br[C:2]1[C:10]2[C:5](=[CH:6][CH:7]=[C:8]([C:11]#[N:12])[CH:9]=2)[N:4](C(OC(C)(C)C)=O)[N:3]=1.C(P(C(C)(C)C)C1C=CC=CC=1C1C=CC=CC=1)(C)(C)C.[F-].[K+].[S:43]1[C:47](B(O)O)=[CH:46][C:45]2[CH:51]=[CH:52][CH:53]=[CH:54][C:44]1=2, predict the reaction product. (5) Given the reactants Cl[C:2]1[CH:7]=[C:6]([C:8]2[CH:13]=[C:12]([Br:14])[CH:11]=[CH:10][C:9]=2[O:15][CH2:16][CH3:17])[N:5]=[C:4]([NH2:18])[N:3]=1.[NH2:19][C:20]1[CH:25]=[CH:24][C:23]([C:26](=[N:28][OH:29])[CH3:27])=[CH:22][CH:21]=1, predict the reaction product. The product is: [NH2:18][C:4]1[N:3]=[C:2]([NH:19][C:20]2[CH:21]=[CH:22][C:23]([C:26](=[N:28][OH:29])[CH3:27])=[CH:24][CH:25]=2)[CH:7]=[C:6]([C:8]2[CH:13]=[C:12]([Br:14])[CH:11]=[CH:10][C:9]=2[O:15][CH2:16][CH3:17])[N:5]=1.